Dataset: Reaction yield outcomes from USPTO patents with 853,638 reactions. Task: Predict the reaction yield, written as a fraction of the theoretical maximum amount of product (1.0 means a 100% yield; for example, 0.34 means a 34% yield). (1) The reactants are [C:1]([O:5][C:6]([NH:8][CH:9]([C:14]1[CH:19]=[CH:18][C:17](OS(C2C(C)=CC=CC=2)(=O)=O)=[CH:16][CH:15]=1)[C:10]([O:12][CH3:13])=[O:11])=[O:7])([CH3:4])([CH3:3])[CH3:2].C(=O)([O-])[O-].[Cs+].[Cs+].C1(P(C2CCCCC2)C2CCCCC2)CCCCC1.[CH3:56][O:57][C:58]1[CH:63]=[CH:62][CH:61]=[C:60]([O:64][CH3:65])[C:59]=1B(O)O. The catalyst is O1CCOCC1.C1CC=CCCC=C1.C1CC=CCCC=C1.[Ni]. The product is [C:1]([O:5][C:6]([NH:8][CH:9]([C:14]1[CH:15]=[CH:16][C:17]([C:59]2[C:58]([O:57][CH3:56])=[CH:63][CH:62]=[CH:61][C:60]=2[O:64][CH3:65])=[CH:18][CH:19]=1)[C:10]([O:12][CH3:13])=[O:11])=[O:7])([CH3:2])([CH3:3])[CH3:4]. The yield is 0.720. (2) The reactants are [Br:1][C:2]1[CH:7]=[C:6]([N+:8]([O-:10])=[O:9])[C:5](F)=[CH:4][C:3]=1F.[C:13](=[O:16])([O-])[O-].[Cs+].[Cs+].[F:19][C:20]1[CH:25]=[C:24]([F:26])[CH:23]=[CH:22][C:21]=1[OH:27]. The catalyst is CS(C)=O. The product is [Br:1][C:2]1[CH:7]=[C:6]([N+:8]([O-:10])=[O:9])[C:5]([O:27][C:21]2[CH:22]=[CH:23][C:24]([F:26])=[CH:25][C:20]=2[F:19])=[CH:4][C:3]=1[O:16][C:13]1[CH:22]=[CH:21][C:20]([F:19])=[CH:25][C:24]=1[F:26]. The yield is 1.00. (3) The reactants are [CH2:1]=[C:2]([CH2:6][C:7](=O)[C:8]1[CH:13]=[CH:12][CH:11]=[CH:10][CH:9]=1)[C:3](O)=[O:4].[NH2:15][NH2:16]. The catalyst is CO. The product is [CH3:1][C:2]1[CH:6]=[C:7]([C:8]2[CH:13]=[CH:12][CH:11]=[CH:10][CH:9]=2)[N:16]=[N:15][C:3]=1[OH:4]. The yield is 0.610.